The task is: Predict the reactants needed to synthesize the given product.. This data is from Full USPTO retrosynthesis dataset with 1.9M reactions from patents (1976-2016). (1) Given the product [Cl:1][C:2]1[CH:22]=[CH:21][C:5]([CH2:6][N:7]2[CH2:12][CH2:11][CH:10]([NH2:13])[CH2:9][CH2:8]2)=[CH:4][C:3]=1[F:23], predict the reactants needed to synthesize it. The reactants are: [Cl:1][C:2]1[CH:22]=[CH:21][C:5]([CH2:6][N:7]2[CH2:12][CH2:11][CH:10]([NH:13]C(=O)OC(C)(C)C)[CH2:9][CH2:8]2)=[CH:4][C:3]=1[F:23].FC(F)(F)C(O)=O.[OH-].[Na+]. (2) Given the product [CH2:27]([CH:21]1[N:20]([C:13]([O:15][C:16]([CH3:19])([CH3:18])[CH3:17])=[O:14])[CH2:25][CH2:24][C:23]([O:26][S:36]([C:39]([F:42])([F:41])[F:40])(=[O:38])=[O:37])=[CH:22]1)[CH3:28], predict the reactants needed to synthesize it. The reactants are: C(NC(C)C)(C)C.[Li]CCCC.[C:13]([N:20]1[CH2:25][CH2:24][C:23](=[O:26])[CH2:22][CH:21]1[CH2:27][CH3:28])([O:15][C:16]([CH3:19])([CH3:18])[CH3:17])=[O:14].C1C=CC(N([S:36]([C:39]([F:42])([F:41])[F:40])(=[O:38])=[O:37])[S:36]([C:39]([F:42])([F:41])[F:40])(=[O:38])=[O:37])=CC=1.C(=O)(O)[O-].[Na+]. (3) Given the product [ClH:38].[F:1][C:2]1[CH:3]=[CH:4][C:5]([CH2:8][O:9][C:10]2[CH:15]=[CH:14][N:13]([C:16]3[CH:21]=[CH:20][C:19]4[C:22]5[CH2:23][NH:24][CH2:25][CH2:26][CH2:27][C:28]=5[S:29][C:18]=4[CH:17]=3)[C:12](=[O:37])[CH:11]=2)=[N:6][CH:7]=1, predict the reactants needed to synthesize it. The reactants are: [F:1][C:2]1[CH:3]=[CH:4][C:5]([CH2:8][O:9][C:10]2[CH:15]=[CH:14][N:13]([C:16]3[CH:21]=[CH:20][C:19]4[C:22]5[CH2:23][N:24](C(OC(C)(C)C)=O)[CH2:25][CH2:26][CH2:27][C:28]=5[S:29][C:18]=4[CH:17]=3)[C:12](=[O:37])[CH:11]=2)=[N:6][CH:7]=1.[ClH:38]. (4) Given the product [C:43]([O:47][C:48]([N:50]1[CH:55]([C:56]2[NH:60][C:59]3[CH:61]=[C:62]([C:31]4[CH:30]=[CH:29][C:28]([C:23]5[CH:22]=[CH:21][C:20]6[C:25](=[CH:26][CH:27]=[C:18]([C:15]7[NH:14][C:13]([CH:9]8[CH2:10][CH2:11][CH2:12][N:8]8[C:6]([O:5][C:1]([CH3:2])([CH3:4])[CH3:3])=[O:7])=[N:17][CH:16]=7)[CH:19]=6)[CH:24]=5)=[CH:33][CH:32]=4)[CH:63]=[CH:64][C:58]=3[N:57]=2)[CH:54]2[CH2:66][CH:51]1[CH2:52][CH2:53]2)=[O:49])([CH3:46])([CH3:44])[CH3:45], predict the reactants needed to synthesize it. The reactants are: [C:1]([O:5][C:6]([N:8]1[CH2:12][CH2:11][CH2:10][CH:9]1[C:13]1[NH:14][C:15]([C:18]2[CH:27]=[CH:26][C:25]3[C:20](=[CH:21][CH:22]=[C:23]([C:28]4[CH:33]=[CH:32][C:31](B5OC(C)(C)C(C)(C)O5)=[CH:30][CH:29]=4)[CH:24]=3)[CH:19]=2)=[CH:16][N:17]=1)=[O:7])([CH3:4])([CH3:3])[CH3:2].[C:43]([O:47][C:48]([N:50]1[CH:55]([C:56]2[NH:60][C:59]3[CH:61]=[C:62](Br)[CH:63]=[CH:64][C:58]=3[N:57]=2)[CH:54]2[CH2:66][CH:51]1[CH2:52][CH2:53]2)=[O:49])([CH3:46])([CH3:45])[CH3:44].C(=O)([O-])[O-].[K+].[K+]. (5) Given the product [F:31][C:28]1[CH:29]=[CH:30][C:25]([C:23]2[N:22]=[CH:21][N:20]=[C:19]([NH:18][C:14]3[CH:15]=[CH:16][CH:17]=[C:12]([CH2:11][S:8]([CH3:10])(=[NH:7])=[O:9])[CH:13]=3)[N:24]=2)=[C:26]([O:38][CH2:37][CH2:36][C:35]([F:40])([F:39])[F:34])[CH:27]=1, predict the reactants needed to synthesize it. The reactants are: [H-].[Na+].C(OC(=O)[N:7]=[S:8]([CH2:11][C:12]1[CH:17]=[CH:16][CH:15]=[C:14]([NH:18][C:19]2[N:24]=[C:23]([C:25]3[CH:30]=[CH:29][C:28]([F:31])=[CH:27][C:26]=3F)[N:22]=[CH:21][N:20]=2)[CH:13]=1)([CH3:10])=[O:9])C.[F:34][C:35]([F:40])([F:39])[CH2:36][CH2:37][OH:38]. (6) Given the product [Cl:21][C:22]1[CH:23]=[C:24]([C:2]2[CH:3]=[CH:4][C:5]3[NH:11][C:10](=[O:12])[CH2:9][O:8][C:7]([CH2:18][CH3:19])([C:13]4[CH:17]=[CH:16][S:15][CH:14]=4)[C:6]=3[CH:20]=2)[CH:25]=[CH:26][C:27]=1[F:28], predict the reactants needed to synthesize it. The reactants are: Br[C:2]1[CH:3]=[CH:4][C:5]2[NH:11][C:10](=[O:12])[CH2:9][O:8][C:7]([CH2:18][CH3:19])([C:13]3[CH:17]=[CH:16][S:15][CH:14]=3)[C:6]=2[CH:20]=1.[Cl:21][C:22]1[CH:23]=[C:24](B(O)O)[CH:25]=[CH:26][C:27]=1[F:28].